Dataset: Reaction yield outcomes from USPTO patents with 853,638 reactions. Task: Predict the reaction yield, written as a fraction of the theoretical maximum amount of product (1.0 means a 100% yield; for example, 0.34 means a 34% yield). (1) The reactants are [N:1]([C@@:4]1([OH:20])[C@@H:8]([CH2:9][OH:10])[O:7][C@@H:6]([N:11]2[CH:19]=[C:17]([CH3:18])[C:15](=[O:16])[NH:14][C:12]2=[O:13])[CH2:5]1)=[N+:2]=[N-:3].[CH2:21]([O:23][P:24](O[CH2:30][CH3:31])([O:26]CC)=[O:25])C.P(Cl)(Cl)(Cl)=O.[OH-].[Na+]. The catalyst is O. The product is [CH2:19]([NH+:11]([CH2:6][CH3:5])[CH2:12][CH3:21])[CH3:17].[P:24]([O:10][CH2:9][C@H:8]1[O:7][C@@H:6]([N:11]2[CH:19]=[C:17]([CH3:18])[C:15](=[O:16])[NH:14][C:12]2=[O:13])[CH2:5][C@:4]1([N:1]=[N+:2]=[N-:3])[OH:20])([O-:26])([O-:25])=[O:23].[CH2:6]([NH+:11]([CH2:30][CH3:31])[CH2:19][CH3:17])[CH3:5]. The yield is 0.400. (2) The reactants are [CH3:1][C:2]1[C:10]([C:11]2[S:12][C:13]([C:24]([O:26][CH2:27][CH3:28])=[O:25])=[C:14](OS(C(F)(F)F)(=O)=O)[N:15]=2)=[C:5]2[CH:6]=[CH:7][CH:8]=[CH:9][N:4]2[N:3]=1.[F:29][C:30]1[CH:35]=[CH:34][C:33](B(O)O)=[CH:32][CH:31]=1.C(=O)([O-])[O-].[Cs+].[Cs+].O. The catalyst is COCCOC. The product is [F:29][C:30]1[CH:35]=[CH:34][C:33]([C:14]2[N:15]=[C:11]([C:10]3[C:2]([CH3:1])=[N:3][N:4]4[CH:9]=[CH:8][CH:7]=[CH:6][C:5]=34)[S:12][C:13]=2[C:24]([O:26][CH2:27][CH3:28])=[O:25])=[CH:32][CH:31]=1. The yield is 0.730. (3) The reactants are Br[CH2:2][C:3]([C:5]1[CH:10]=[CH:9][C:8]([O:11][CH3:12])=[C:7](OC)[CH:6]=1)=O.[CH:15]1([C:18]([NH2:20])=[NH:19])[CH2:17][CH2:16]1.[OH-].[Na+].[CH2:23]([OH:25])C. No catalyst specified. The product is [CH:15]1([C:18]2[NH:19][CH:2]=[C:3]([C:5]3[CH:6]=[CH:7][C:8]([O:11][CH3:12])=[CH:9][C:10]=3[O:25][CH3:23])[N:20]=2)[CH2:17][CH2:16]1. The yield is 0.530. (4) The reactants are [CH2:1]([O:8][C:9]1[C:10](=[O:20])[C:11]([Cl:19])=[C:12](C(O)=O)[N:13]([CH3:15])[CH:14]=1)[C:2]1[CH:7]=[CH:6][CH:5]=[CH:4][CH:3]=1. The catalyst is CN(C=O)C. The product is [CH2:1]([O:8][C:9]1[C:10](=[O:20])[C:11]([Cl:19])=[CH:12][N:13]([CH3:15])[CH:14]=1)[C:2]1[CH:3]=[CH:4][CH:5]=[CH:6][CH:7]=1. The yield is 0.940. (5) The reactants are Br[C:2]1[C:3]([O:16][CH2:17][CH2:18][CH3:19])=[C:4]2[C:9](=[CH:10][CH:11]=1)[N:8]([C:12](=[O:14])[CH3:13])[C@@H:7]([CH3:15])[CH2:6][CH2:5]2.CC1(C)C(C)(C)OB([C:28]2[CH:29]=[N:30][N:31]([CH:33]3[CH2:38][CH2:37][N:36]([C:39]([O:41][C:42]([CH3:45])([CH3:44])[CH3:43])=[O:40])[CH2:35][CH2:34]3)[CH:32]=2)O1.C(=O)([O-])[O-].[Cs+].[Cs+]. The catalyst is O1CCOCC1.O.CC(C1C=C(C(C)C)C(C2C=CC=C(P(C3CCCCC3)C3CCCCC3)C=2)=C(C(C)C)C=1)C.C1C=[C-]C(C2C(N)=CC=CC=2)=CC=1.Cl[Pd+]. The product is [C:12]([N:8]1[C:9]2[C:4](=[C:3]([O:16][CH2:17][CH2:18][CH3:19])[C:2]([C:28]3[CH:29]=[N:30][N:31]([CH:33]4[CH2:34][CH2:35][N:36]([C:39]([O:41][C:42]([CH3:45])([CH3:44])[CH3:43])=[O:40])[CH2:37][CH2:38]4)[CH:32]=3)=[CH:11][CH:10]=2)[CH2:5][CH2:6][C@@H:7]1[CH3:15])(=[O:14])[CH3:13]. The yield is 0.830. (6) The product is [O:1]1[C:5]2([CH2:10][CH2:9][CH:8]([O:11][CH2:14][C:15]([CH3:17])([OH:18])[CH3:16])[CH2:7][CH2:6]2)[O:4][CH2:3][CH2:2]1. The reactants are [O:1]1[C:5]2([CH2:10][CH2:9][CH:8]([OH:11])[CH2:7][CH2:6]2)[O:4][CH2:3][CH2:2]1.[H-].[Na+].[CH3:14][C:15]1([O:18][CH2:17]1)[CH3:16]. The yield is 0.780. The catalyst is CN(C)C=O.O.